Dataset: Full USPTO retrosynthesis dataset with 1.9M reactions from patents (1976-2016). Task: Predict the reactants needed to synthesize the given product. (1) Given the product [Cl:13][C:2]([Cl:1])([Cl:12])[C:3]([C:5]1[N:6]([CH3:16])[C:7]([Br:11])=[C:8]([Br:10])[CH:9]=1)=[O:4], predict the reactants needed to synthesize it. The reactants are: [Cl:1][C:2]([Cl:13])([Cl:12])[C:3]([C:5]1[NH:6][C:7]([Br:11])=[C:8]([Br:10])[CH:9]=1)=[O:4].Cl.N[C:16]1NC=C(CCCC(NCCCCCCCCCCCC)=O)N=1. (2) Given the product [C:1]([C:5]1[CH:6]=[CH:7][C:8]([CH3:22])=[C:9]([CH:21]=1)[O:10][C:11]1[O:12][CH:13]=[C:14]([C:16]([OH:18])=[O:17])[N:15]=1)([CH3:4])([CH3:3])[CH3:2], predict the reactants needed to synthesize it. The reactants are: [C:1]([C:5]1[CH:6]=[CH:7][C:8]([CH3:22])=[C:9]([CH:21]=1)[O:10][C:11]1[O:12][CH:13]=[C:14]([C:16]([O:18]CC)=[O:17])[N:15]=1)([CH3:4])([CH3:3])[CH3:2].[OH-].[Na+].Cl. (3) Given the product [F:39][C:37]([F:38])([F:40])[C:33]1[CH:32]=[C:31]([CH:36]=[CH:35][CH:34]=1)[CH2:30][N:20]1[N:19]=[C:18]([C:10]2[C:11]3[C:16](=[CH:15][CH:14]=[C:13]([F:17])[CH:12]=3)[N:8]([CH2:7][C:6]([OH:42])=[O:5])[C:9]=2[CH3:41])[C:23]2[CH:24]=[CH:25][CH:26]=[CH:27][C:22]=2[S:21]1(=[O:28])=[O:29], predict the reactants needed to synthesize it. The reactants are: C([O:5][C:6](=[O:42])[CH2:7][N:8]1[C:16]2[C:11](=[CH:12][C:13]([F:17])=[CH:14][CH:15]=2)[C:10]([C:18]2[C:23]3[CH:24]=[CH:25][CH:26]=[CH:27][C:22]=3[S:21](=[O:29])(=[O:28])[N:20]([CH2:30][C:31]3[CH:36]=[CH:35][CH:34]=[C:33]([C:37]([F:40])([F:39])[F:38])[CH:32]=3)[N:19]=2)=[C:9]1[CH3:41])(C)(C)C.C(O)(C(F)(F)F)=O. (4) Given the product [Cl:3][C:4]1[CH:5]=[C:6]([C:11]2[CH:16]=[CH:15][C:14]([NH:17][CH2:18][C:19]3[CH:24]=[CH:23][C:22]([F:25])=[CH:21][C:20]=3[C:26]3[CH:27]=[CH:28][C:29]([C:32]([NH:34][CH2:35][CH2:36][C:37]([OH:39])=[O:38])=[O:33])=[N:30][CH:31]=3)=[CH:13][C:12]=2[F:42])[CH:7]=[CH:8][C:9]=1[Cl:10], predict the reactants needed to synthesize it. The reactants are: [OH-].[Na+].[Cl:3][C:4]1[CH:5]=[C:6]([C:11]2[CH:16]=[CH:15][C:14]([NH:17][CH2:18][C:19]3[CH:24]=[CH:23][C:22]([F:25])=[CH:21][C:20]=3[C:26]3[CH:27]=[CH:28][C:29]([C:32]([NH:34][CH2:35][CH2:36][C:37]([O:39]CC)=[O:38])=[O:33])=[N:30][CH:31]=3)=[CH:13][C:12]=2[F:42])[CH:7]=[CH:8][C:9]=1[Cl:10]. (5) The reactants are: [F:1][C:2]([C:5]1[CH:6]=[C:7]([CH:10]=[CH:11][CH:12]=1)[C:8]#N)([F:4])[CH3:3].[H-].C([Al+]CC(C)C)C(C)C.C(=O)=[O:24].CC(O)=O. Given the product [F:1][C:2]([C:5]1[CH:6]=[C:7]([CH:10]=[CH:11][CH:12]=1)[CH:8]=[O:24])([F:4])[CH3:3], predict the reactants needed to synthesize it. (6) Given the product [CH3:21][S:22]([O:13][CH:10]1[CH2:11][CH2:12][N:8]([CH2:1][C:2]2[CH:3]=[CH:4][CH:5]=[CH:6][CH:7]=2)[CH2:9]1)(=[O:24])=[O:23], predict the reactants needed to synthesize it. The reactants are: [CH2:1]([N:8]1[CH2:12][CH2:11][CH:10]([OH:13])[CH2:9]1)[C:2]1[CH:7]=[CH:6][CH:5]=[CH:4][CH:3]=1.C(N(CC)CC)C.[CH3:21][S:22](Cl)(=[O:24])=[O:23].